This data is from Full USPTO retrosynthesis dataset with 1.9M reactions from patents (1976-2016). The task is: Predict the reactants needed to synthesize the given product. (1) The reactants are: C(Cl)(=O)C(Cl)=O.CS(C)=O.[C:11]([O:15][C:16](=[O:32])[N:17]([CH2:19][C@H:20]([C:24]1[CH:29]=[CH:28][C:27]([Cl:30])=[C:26]([Cl:31])[CH:25]=1)[CH2:21][CH2:22][OH:23])[CH3:18])([CH3:14])([CH3:13])[CH3:12].C(N(CC)CC)C. Given the product [C:11]([O:15][C:16](=[O:32])[N:17]([CH2:19][C@H:20]([C:24]1[CH:29]=[CH:28][C:27]([Cl:30])=[C:26]([Cl:31])[CH:25]=1)[CH2:21][CH:22]=[O:23])[CH3:18])([CH3:14])([CH3:12])[CH3:13], predict the reactants needed to synthesize it. (2) Given the product [CH3:1][N:2]1[C:6]([O:7][CH2:21][CH:22]([CH3:25])[CH3:23])=[C:5]([C:8]2[C:13]([F:14])=[CH:12][C:11]([F:15])=[CH:10][C:9]=2[F:16])[C:4]([CH3:17])=[N:3]1, predict the reactants needed to synthesize it. The reactants are: [CH3:1][N:2]1[C:6]([OH:7])=[C:5]([C:8]2[C:13]([F:14])=[CH:12][C:11]([F:15])=[CH:10][C:9]=2[F:16])[C:4]([CH3:17])=[N:3]1.CN1[C:23](=O)[C:22]([C:25]2C(F)=CC(F)=CC=2F)=[C:21](C)N1.C(=O)([O-])[O-].[K+].[K+].BrCC(C)C.